From a dataset of Reaction yield outcomes from USPTO patents with 853,638 reactions. Predict the reaction yield, written as a fraction of the theoretical maximum amount of product (1.0 means a 100% yield; for example, 0.34 means a 34% yield). (1) The reactants are Br[C:2]1[CH:3]=[CH:4][C:5]([O:9][CH3:10])=[C:6]([CH:8]=1)[NH2:7].[CH3:11][PH:12](=[O:14])[CH3:13].P([O-])([O-])([O-])=O.[K+].[K+].[K+]. The catalyst is CN(C=O)C.C([O-])(=O)C.[Pd+2].C([O-])(=O)C.CC1(C)C2C(=C(P(C3C=CC=CC=3)C3C=CC=CC=3)C=CC=2)OC2C(P(C3C=CC=CC=3)C3C=CC=CC=3)=CC=CC1=2. The product is [CH3:11][P:12]([C:2]1[CH:3]=[CH:4][C:5]([O:9][CH3:10])=[C:6]([CH:8]=1)[NH2:7])([CH3:13])=[O:14]. The yield is 0.850. (2) The reactants are F.F.F.C(N(CC)CC)C.C(N(CC)CC)C.[Si]([O:35][CH2:36][C@H:37]1[O:41][C@@H:40]([N:42]2[CH:49]=[C:48]([CH3:50])[C:46](=[O:47])[NH:45][C:43]2=[O:44])[C@H:39]([O:51][CH2:52][CH2:53][O:54][N:55]([CH3:57])[CH3:56])[C@@H:38]1[OH:58])(C(C)(C)C)(C1C=CC=CC=1)C1C=CC=CC=1.CO. The catalyst is C1COCC1.C(Cl)Cl. The product is [CH3:56][N:55]([CH3:57])[O:54][CH2:53][CH2:52][O:51][C@@H:39]1[C@H:38]([OH:58])[C@@H:37]([CH2:36][OH:35])[O:41][C@H:40]1[N:42]1[CH:49]=[C:48]([CH3:50])[C:46](=[O:47])[NH:45][C:43]1=[O:44]. The yield is 0.925. (3) The reactants are C(N(C(C)C)CC)(C)C.[C:10]([O:14][C:15](=[O:23])[NH:16][CH:17]1[CH2:22][CH2:21][NH:20][CH2:19][CH2:18]1)([CH3:13])([CH3:12])[CH3:11].[Br:24][CH2:25][C:26]1[CH:31]=[CH:30][C:29]([S:32](Cl)(=[O:34])=[O:33])=[CH:28][CH:27]=1. The catalyst is C(Cl)Cl. The product is [C:10]([O:14][C:15](=[O:23])[NH:16][CH:17]1[CH2:22][CH2:21][N:20]([S:32]([C:29]2[CH:28]=[CH:27][C:26]([CH2:25][Br:24])=[CH:31][CH:30]=2)(=[O:33])=[O:34])[CH2:19][CH2:18]1)([CH3:13])([CH3:11])[CH3:12]. The yield is 0.700. (4) The reactants are Br[C:2]1[S:10][C:9]2[C:4](=[N:5][CH:6]=[CH:7][C:8]=2[O:11][C:12]2[CH:17]=[CH:16][C:15]([N+:18]([O-:20])=[O:19])=[CH:14][C:13]=2[F:21])[CH:3]=1.[OH:22][C:23]1[CH:28]=[CH:27][C:26](B(O)O)=[CH:25][CH:24]=1.[F-].[Cs+].C(=O)(O)[O-].[Na+]. The catalyst is COCCOC.O. The product is [F:21][C:13]1[CH:14]=[C:15]([N+:18]([O-:20])=[O:19])[CH:16]=[CH:17][C:12]=1[O:11][C:8]1[CH:7]=[CH:6][N:5]=[C:4]2[CH:3]=[C:2]([C:26]3[CH:27]=[CH:28][C:23]([OH:22])=[CH:24][CH:25]=3)[S:10][C:9]=12. The yield is 0.620. (5) The reactants are [CH3:1][O:2][C:3]([C:5]1[N:9]=[C:8]([C:10]2[CH:15]=[CH:14][C:13](O)=[CH:12][N:11]=2)[N:7]([C:17]2[CH:18]=[N:19][C:20]([O:23][CH3:24])=[CH:21][CH:22]=2)[N:6]=1)=[O:4].FC(F)(F)S(OS(C(F)(F)F)(=O)=O)(=O)=O.C(=O)([O-])O.[Na+].C([Sn]([C:58]#[N:59])(CCCC)CCCC)CCC.[F-].[K+]. The catalyst is C(Cl)Cl.ClCCCl.C1C=CC([P]([Pd]([P](C2C=CC=CC=2)(C2C=CC=CC=2)C2C=CC=CC=2)([P](C2C=CC=CC=2)(C2C=CC=CC=2)C2C=CC=CC=2)[P](C2C=CC=CC=2)(C2C=CC=CC=2)C2C=CC=CC=2)(C2C=CC=CC=2)C2C=CC=CC=2)=CC=1.CO.N1C=CC=CC=1. The product is [CH3:1][O:2][C:3]([C:5]1[N:9]=[C:8]([C:10]2[CH:15]=[CH:14][C:13]([C:58]#[N:59])=[CH:12][N:11]=2)[N:7]([C:17]2[CH:18]=[N:19][C:20]([O:23][CH3:24])=[CH:21][CH:22]=2)[N:6]=1)=[O:4]. The yield is 0.560. (6) The reactants are [CH3:1][N:2]1[C:6]([OH:7])=[C:5]([CH3:8])[C:4]([C:9]2[CH:14]=[CH:13][C:12]([S:15][CH3:16])=[CH:11][CH:10]=2)=[N:3]1.[OH2:17].[O:18]1CCOCC1. No catalyst specified. The product is [CH3:16][S:15]([C:12]1[CH:13]=[CH:14][C:9]([C:4]2[C:5]([CH3:8])=[C:6]([OH:7])[N:2]([CH3:1])[N:3]=2)=[CH:10][CH:11]=1)(=[O:18])=[O:17]. The yield is 0.120.